This data is from CYP1A2 inhibition data for predicting drug metabolism from PubChem BioAssay. The task is: Regression/Classification. Given a drug SMILES string, predict its absorption, distribution, metabolism, or excretion properties. Task type varies by dataset: regression for continuous measurements (e.g., permeability, clearance, half-life) or binary classification for categorical outcomes (e.g., BBB penetration, CYP inhibition). Dataset: cyp1a2_veith. The compound is NS(=O)(=O)c1ccc(NCc2ccccc2OCc2ccccc2F)cc1. The result is 1 (inhibitor).